Dataset: Full USPTO retrosynthesis dataset with 1.9M reactions from patents (1976-2016). Task: Predict the reactants needed to synthesize the given product. Given the product [ClH:1].[CH:2]1([CH2:5][N:6]2[CH2:11][CH2:10][C:9]3[N:12]([CH:22]4[C:30]5[C:25](=[C:26]([F:32])[CH:27]=[C:28]([F:31])[CH:29]=5)[CH2:24][CH:23]4[OH:33])[N:13]=[C:14]([C:15]4[CH:16]=[CH:17][C:18]([F:21])=[CH:19][CH:20]=4)[C:8]=3[CH2:7]2)[CH2:3][CH2:4]1, predict the reactants needed to synthesize it. The reactants are: [ClH:1].[CH:2]1([CH2:5][N:6]2[CH2:11][CH2:10][C:9]3[N:12]([C@@H:22]4[C:30]5[C:25](=[C:26]([F:32])[CH:27]=[C:28]([F:31])[CH:29]=5)[CH2:24][C@H:23]4[OH:33])[N:13]=[C:14]([C:15]4[CH:20]=[CH:19][C:18]([F:21])=[CH:17][CH:16]=4)[C:8]=3[CH2:7]2)[CH2:4][CH2:3]1.